From a dataset of Full USPTO retrosynthesis dataset with 1.9M reactions from patents (1976-2016). Predict the reactants needed to synthesize the given product. (1) Given the product [CH3:1][C:2]1[CH:3]=[C:4]([CH:8]=[CH:9][N:10]=1)[C:5]([O:7][CH3:15])=[O:6], predict the reactants needed to synthesize it. The reactants are: [CH3:1][C:2]1[CH:3]=[C:4]([CH:8]=[CH:9][N:10]=1)[C:5]([OH:7])=[O:6].S(Cl)(Cl)=O.[CH3:15]O. (2) The reactants are: [OH:1][CH:2]1[CH2:7][CH2:6][N:5]([CH3:8])[CH2:4][CH2:3]1.[CH:9]1([C:12]2[C:13](COS(C)(=O)=O)=[CH:14][C:15]([F:25])=[C:16]([CH:24]=2)[C:17]([O:19][C:20]([CH3:23])([CH3:22])[CH3:21])=[O:18])[CH2:11][CH2:10]1.Br[CH2:33]C1C(C2CC2)=CC(C([O-])=O)=C(F)C=1. Given the product [CH:9]1([C:12]2[C:13]([CH2:8][N:5]3[CH2:6][CH2:7][C:2]([OH:1])([CH3:33])[CH2:3][CH2:4]3)=[CH:14][C:15]([F:25])=[C:16]([CH:24]=2)[C:17]([O:19][C:20]([CH3:21])([CH3:22])[CH3:23])=[O:18])[CH2:10][CH2:11]1, predict the reactants needed to synthesize it. (3) The reactants are: [CH:1]1([NH:4][C:5]([C:7]2[CH:8]=[CH:9][C:10]([CH3:24])=[C:11]([NH:13][C:14]([C:16]3[S:20][C:19](B(O)O)=[CH:18][CH:17]=3)=[O:15])[CH:12]=2)=[O:6])[CH2:3][CH2:2]1.Br[C:26]1[CH:31]=[C:30]([C:32]#[N:33])[CH:29]=[CH:28][C:27]=1[CH3:34]. Given the product [C:32]([C:30]1[CH:29]=[CH:28][C:27]([CH3:34])=[C:26]([C:19]2[S:20][C:16]([C:14]([NH:13][C:11]3[CH:12]=[C:7]([C:5](=[O:6])[NH:4][CH:1]4[CH2:3][CH2:2]4)[CH:8]=[CH:9][C:10]=3[CH3:24])=[O:15])=[CH:17][CH:18]=2)[CH:31]=1)#[N:33], predict the reactants needed to synthesize it.